Dataset: Reaction yield outcomes from USPTO patents with 853,638 reactions. Task: Predict the reaction yield, written as a fraction of the theoretical maximum amount of product (1.0 means a 100% yield; for example, 0.34 means a 34% yield). The catalyst is C1C=CC(/C=C/C(/C=C/C2C=CC=CC=2)=O)=CC=1.C1C=CC(/C=C/C(/C=C/C2C=CC=CC=2)=O)=CC=1.C1C=CC(/C=C/C(/C=C/C2C=CC=CC=2)=O)=CC=1.[Pd].[Pd].C1(C)C=CC=CC=1. The yield is 0.760. The product is [N:45]1[CH2:44][CH2:43][CH2:42][C:41]=1[C:38]1[CH:39]=[CH:40][C:35]([NH2:6])=[CH:36][CH:37]=1. The reactants are [Li+].C[Si]([N-:6][Si](C)(C)C)(C)C.C(Cl)(Cl)Cl.P(C(C)(C)C)(C(C)(C)C)C(C)(C)C.[H+].[B-](F)(F)(F)F.Br[C:35]1[CH:40]=[CH:39][C:38]([C:41]2[CH2:42][CH2:43][CH2:44][N:45]=2)=[CH:37][CH:36]=1.